Dataset: Forward reaction prediction with 1.9M reactions from USPTO patents (1976-2016). Task: Predict the product of the given reaction. (1) Given the reactants [C:1]([C:3]1[N:7]([CH3:8])[CH:6]=[N:5][CH:4]=1)#[CH:2].CO[C:11](=[O:29])[C:12]1[CH:17]=[C:16]([C:18]2[CH:23]=[CH:22][C:21]([C:24]([F:27])([F:26])[F:25])=[CH:20][CH:19]=2)[C:15](Cl)=[N:14][CH:13]=1.[NH2:30][C@@H:31]1[CH2:36][CH2:35][CH2:34][CH2:33][C@H:32]1[OH:37], predict the reaction product. The product is: [OH:37][C@@H:32]1[CH2:33][CH2:34][CH2:35][CH2:36][C@H:31]1[NH:30][C:11](=[O:29])[C:12]1[CH:17]=[C:16]([C:18]2[CH:19]=[CH:20][C:21]([C:24]([F:25])([F:26])[F:27])=[CH:22][CH:23]=2)[C:15]([CH2:2][CH2:1][C:3]2[N:7]([CH3:8])[CH:6]=[N:5][CH:4]=2)=[N:14][CH:13]=1. (2) Given the reactants [N+:1]([C:4]1[C:14]([N+:15]([O-])=O)=[CH:13][C:12]2[CH:11]3[CH2:18][CH:7]([CH2:8][N:9]([C:19](=[O:24])[C:20]([F:23])([F:22])[F:21])[CH2:10]3)[C:6]=2[CH:5]=1)([O-])=O, predict the reaction product. The product is: [NH2:1][C:4]1[C:14]([NH2:15])=[CH:13][C:12]2[CH:11]3[CH2:18][CH:7]([CH2:8][N:9]([C:19](=[O:24])[C:20]([F:23])([F:21])[F:22])[CH2:10]3)[C:6]=2[CH:5]=1.